Dataset: TCR-epitope binding with 47,182 pairs between 192 epitopes and 23,139 TCRs. Task: Binary Classification. Given a T-cell receptor sequence (or CDR3 region) and an epitope sequence, predict whether binding occurs between them. (1) The epitope is HTTDPSFLGRY. The TCR CDR3 sequence is CASSWGPYSNQPQHF. Result: 1 (the TCR binds to the epitope). (2) The epitope is PKYVKQNTLKLAT. The TCR CDR3 sequence is CASSLGDRGLEQYF. Result: 1 (the TCR binds to the epitope). (3) The epitope is RIFTIGTVTLK. The TCR CDR3 sequence is CASSLWTSGRGNEQFF. Result: 0 (the TCR does not bind to the epitope). (4) The epitope is HLVDFQVTI. The TCR CDR3 sequence is CASSPGWGQFF. Result: 0 (the TCR does not bind to the epitope). (5) The epitope is NEGVKAAW. The TCR CDR3 sequence is CASSPRKDSTGELFF. Result: 0 (the TCR does not bind to the epitope). (6) The epitope is SEETGTLIV. The TCR CDR3 sequence is CASSARGGDTDTQYF. Result: 1 (the TCR binds to the epitope). (7) The epitope is RAKFKQLL. The TCR CDR3 sequence is CASSPLIGTSGTEAFF. Result: 1 (the TCR binds to the epitope).